This data is from NCI-60 drug combinations with 297,098 pairs across 59 cell lines. The task is: Regression. Given two drug SMILES strings and cell line genomic features, predict the synergy score measuring deviation from expected non-interaction effect. (1) Drug 1: C1=NC2=C(N1)C(=S)N=CN2. Drug 2: COC1=C2C(=CC3=C1OC=C3)C=CC(=O)O2. Cell line: OVCAR3. Synergy scores: CSS=13.5, Synergy_ZIP=-0.185, Synergy_Bliss=0.649, Synergy_Loewe=-19.8, Synergy_HSA=-6.21. (2) Drug 1: CC12CCC3C(C1CCC2O)C(CC4=C3C=CC(=C4)O)CCCCCCCCCS(=O)CCCC(C(F)(F)F)(F)F. Drug 2: C1=NC(=NC(=O)N1C2C(C(C(O2)CO)O)O)N. Cell line: SNB-75. Synergy scores: CSS=7.32, Synergy_ZIP=-1.91, Synergy_Bliss=0.966, Synergy_Loewe=-1.52, Synergy_HSA=0.611. (3) Drug 1: CC1=CC2C(CCC3(C2CCC3(C(=O)C)OC(=O)C)C)C4(C1=CC(=O)CC4)C. Drug 2: C1=NC(=NC(=O)N1C2C(C(C(O2)CO)O)O)N. Cell line: NCI/ADR-RES. Synergy scores: CSS=2.65, Synergy_ZIP=0.430, Synergy_Bliss=0.676, Synergy_Loewe=-2.49, Synergy_HSA=-0.674. (4) Drug 1: CC1=C(C(=CC=C1)Cl)NC(=O)C2=CN=C(S2)NC3=CC(=NC(=N3)C)N4CCN(CC4)CCO. Drug 2: C(CCl)NC(=O)N(CCCl)N=O. Cell line: CAKI-1. Synergy scores: CSS=30.9, Synergy_ZIP=-7.14, Synergy_Bliss=-0.656, Synergy_Loewe=2.65, Synergy_HSA=2.83.